This data is from Full USPTO retrosynthesis dataset with 1.9M reactions from patents (1976-2016). The task is: Predict the reactants needed to synthesize the given product. (1) The reactants are: C([N:8]1[CH2:13][CH2:12][N:11]([CH:14]2[CH2:19][CH2:18][CH:17]([CH2:20][CH2:21][N:22]([CH3:24])[CH3:23])[CH2:16][CH2:15]2)[CH2:10][CH2:9]1)C1C=CC=CC=1. Given the product [CH3:24][N:22]([CH3:23])[CH2:21][CH2:20][CH:17]1[CH2:16][CH2:15][CH:14]([N:11]2[CH2:10][CH2:9][NH:8][CH2:13][CH2:12]2)[CH2:19][CH2:18]1, predict the reactants needed to synthesize it. (2) Given the product [CH3:1][C:2]1[CH:3]=[N:4][N:5]([C:7]2[S:15][C:14]3[C:9](=[N:10][CH:11]=[CH:12][C:13]=3[O:16][C:17]3[CH:22]=[CH:21][C:20]([NH2:23])=[CH:19][CH:18]=3)[CH:8]=2)[CH:6]=1, predict the reactants needed to synthesize it. The reactants are: [CH3:1][C:2]1[CH:3]=[N:4][N:5]([C:7]2[S:15][C:14]3[C:9](=[N:10][CH:11]=[CH:12][C:13]=3[O:16][C:17]3[CH:22]=[CH:21][C:20]([N+:23]([O-])=O)=[CH:19][CH:18]=3)[CH:8]=2)[CH:6]=1.[BH4-].[Na+]. (3) Given the product [CH3:39][O:23][C:22]([C:16]1([C:12]2[CH:13]=[CH:14][CH:15]=[C:10]([C:8]3[CH:7]=[C:6]([NH:25][CH2:26][CH2:27][C:28]4[CH:29]=[CH:30][C:31]([O:34][C:35]([F:37])([F:38])[F:36])=[CH:32][CH:33]=4)[N:5]=[C:4]([O:3][CH3:2])[N:9]=3)[CH:11]=2)[CH2:21][CH2:20][O:19][CH2:18][CH2:17]1)=[O:24], predict the reactants needed to synthesize it. The reactants are: Cl.[CH3:2][O:3][C:4]1[N:9]=[C:8]([C:10]2[CH:11]=[C:12]([C:16]3([C:22]([OH:24])=[O:23])[CH2:21][CH2:20][O:19][CH2:18][CH2:17]3)[CH:13]=[CH:14][CH:15]=2)[CH:7]=[C:6]([NH:25][CH2:26][CH2:27][C:28]2[CH:33]=[CH:32][C:31]([O:34][C:35]([F:38])([F:37])[F:36])=[CH:30][CH:29]=2)[N:5]=1.[CH3:39]O. (4) The reactants are: C(=O)=O.[CH3:4][O:5][C:6]1[CH:15]=[C:14]2[C:9]([CH:10]=[CH:11][CH:12]=[C:13]2[CH2:16][CH2:17][NH2:18])=[CH:8][CH:7]=1.[C:19]([O-])(=[O:21])[CH3:20].[Na+].C(OC(=O)C)(=O)C. Given the product [CH3:20][C:19]([NH:18][CH2:17][CH2:16][C:13]1[C:14]2[CH:15]=[C:6]([O:5][CH3:4])[CH:7]=[CH:8][C:9]=2[CH:10]=[CH:11][CH:12]=1)=[O:21], predict the reactants needed to synthesize it. (5) Given the product [Cl:1][CH2:2]/[CH:3]=[CH:4]\[CH2:5][NH:6][C:16](=[O:17])[O:18][C:19]([CH3:22])([CH3:21])[CH3:20], predict the reactants needed to synthesize it. The reactants are: [Cl:1][CH2:2]/[CH:3]=[CH:4]\[CH2:5][NH2:6].C(N(CC)C(C)C)(C)C.[C:16](O[C:16]([O:18][C:19]([CH3:22])([CH3:21])[CH3:20])=[O:17])([O:18][C:19]([CH3:22])([CH3:21])[CH3:20])=[O:17].